The task is: Predict the reactants needed to synthesize the given product.. This data is from Full USPTO retrosynthesis dataset with 1.9M reactions from patents (1976-2016). (1) Given the product [CH2:8]([O:15][CH:16]1[CH2:19][C:18]2([CH2:23][C:22]([C:24]3[CH:29]=[N:28][C:27]4[NH:30][N:31]=[CH:32][C:26]=4[C:25]=3[NH:42][CH:43]3[CH2:48][CH2:47][O:46][CH2:45][CH2:44]3)=[N:21][O:20]2)[CH2:17]1)[C:9]1[CH:10]=[CH:11][CH:12]=[CH:13][CH:14]=1, predict the reactants needed to synthesize it. The reactants are: FC(F)(F)C(O)=O.[CH2:8]([O:15][CH:16]1[CH2:19][C:18]2([CH2:23][C:22]([C:24]3[CH:29]=[N:28][C:27]4[N:30](CC5C=CC(OC)=CC=5)[N:31]=[CH:32][C:26]=4[C:25]=3[NH:42][CH:43]3[CH2:48][CH2:47][O:46][CH2:45][CH2:44]3)=[N:21][O:20]2)[CH2:17]1)[C:9]1[CH:14]=[CH:13][CH:12]=[CH:11][CH:10]=1. (2) The reactants are: C(OC(=O)[NH:7][C@H:8]1[CH2:13][CH2:12][C@@H:11]([NH:14][C:15]2[N:20]=[C:19]([N:21]([CH3:23])[CH3:22])[C:18]([C:24]([F:27])([F:26])[F:25])=[CH:17][N:16]=2)[CH2:10][CH2:9]1)(C)(C)C.C(O)(C(F)(F)F)=O. Given the product [CH3:22][N:21]([CH3:23])[C:19]1[C:18]([C:24]([F:25])([F:27])[F:26])=[CH:17][N:16]=[C:15]([NH:14][C@H:11]2[CH2:12][CH2:13][C@@H:8]([NH2:7])[CH2:9][CH2:10]2)[N:20]=1, predict the reactants needed to synthesize it.